Task: Predict the product of the given reaction.. Dataset: Forward reaction prediction with 1.9M reactions from USPTO patents (1976-2016) (1) Given the reactants O.[OH-].[Li+].[CH3:4][C:5]1[CH:6]=[C:7]([C:40]2[CH:45]=[CH:44][CH:43]=[CH:42][CH:41]=2)[CH:8]=[C:9]([CH3:39])[C:10]=1[NH:11][C:12]([NH:14][C:15]1[C:16]([C:25]([NH:27][C:28]2([C:35]([O:37]C)=[O:36])[CH2:34][CH2:33][CH2:32][CH2:31][CH2:30][CH2:29]2)=[O:26])=[CH:17][C:18]2[C:23]([CH:24]=1)=[CH:22][CH:21]=[CH:20][CH:19]=2)=[O:13].O.Cl, predict the reaction product. The product is: [CH3:39][C:9]1[CH:8]=[C:7]([C:40]2[CH:45]=[CH:44][CH:43]=[CH:42][CH:41]=2)[CH:6]=[C:5]([CH3:4])[C:10]=1[NH:11][C:12]([NH:14][C:15]1[C:16]([C:25]([NH:27][C:28]2([C:35]([OH:37])=[O:36])[CH2:29][CH2:30][CH2:31][CH2:32][CH2:33][CH2:34]2)=[O:26])=[CH:17][C:18]2[C:23]([CH:24]=1)=[CH:22][CH:21]=[CH:20][CH:19]=2)=[O:13]. (2) Given the reactants Br[C:2]1[C:3]([NH:9][C:10]2[C:11](=[O:26])[N:12]([CH2:17][C:18]3[CH:23]=[CH:22][C:21]([O:24][CH3:25])=[CH:20][CH:19]=3)[CH:13]=[C:14]([Cl:16])[N:15]=2)=[N:4][CH:5]=[C:6]([CH3:8])[CH:7]=1.C(N(CC)CC)C.[CH3:34][Si:35]([C:38]#[CH:39])([CH3:37])[CH3:36], predict the reaction product. The product is: [Cl:16][C:14]1[N:15]=[C:10]([NH:9][C:3]2[C:2]([C:39]#[C:38][Si:35]([CH3:37])([CH3:36])[CH3:34])=[CH:7][C:6]([CH3:8])=[CH:5][N:4]=2)[C:11](=[O:26])[N:12]([CH2:17][C:18]2[CH:23]=[CH:22][C:21]([O:24][CH3:25])=[CH:20][CH:19]=2)[CH:13]=1. (3) Given the reactants [ClH:1].Cl.Cl.[CH2:4]([C:8]1[N:9]=[N:10][C:11]([O:28][CH:29]2[CH2:34][CH2:33][N:32]([CH3:35])[CH2:31][CH2:30]2)=[CH:12][C:13]=1[C:14]1[CH:15]=[CH:16][C:17]([O:21][CH:22]2[CH2:27][CH2:26][CH2:25][CH2:24][CH2:23]2)=[C:18]([NH2:20])[CH:19]=1)[CH2:5][CH2:6][CH3:7].[C:36]([Cl:39])(=[O:38])[CH3:37].CCN(C(C)C)C(C)C.Cl, predict the reaction product. The product is: [ClH:39].[ClH:1].[CH2:4]([C:8]1[N:9]=[N:10][C:11]([O:28][CH:29]2[CH2:34][CH2:33][N:32]([CH3:35])[CH2:31][CH2:30]2)=[CH:12][C:13]=1[C:14]1[CH:15]=[CH:16][C:17]([O:21][CH:22]2[CH2:27][CH2:26][CH2:25][CH2:24][CH2:23]2)=[C:18]([NH:20][C:36](=[O:38])[CH3:37])[CH:19]=1)[CH2:5][CH2:6][CH3:7].